The task is: Regression. Given two drug SMILES strings and cell line genomic features, predict the synergy score measuring deviation from expected non-interaction effect.. This data is from NCI-60 drug combinations with 297,098 pairs across 59 cell lines. (1) Drug 1: C1=NC2=C(N1)C(=S)N=C(N2)N. Drug 2: CCCCCOC(=O)NC1=NC(=O)N(C=C1F)C2C(C(C(O2)C)O)O. Cell line: LOX IMVI. Synergy scores: CSS=31.9, Synergy_ZIP=1.01, Synergy_Bliss=-1.99, Synergy_Loewe=-30.9, Synergy_HSA=-0.392. (2) Drug 1: CS(=O)(=O)OCCCCOS(=O)(=O)C. Drug 2: CN(C(=O)NC(C=O)C(C(C(CO)O)O)O)N=O. Cell line: HCT116. Synergy scores: CSS=16.8, Synergy_ZIP=-2.17, Synergy_Bliss=5.06, Synergy_Loewe=-3.45, Synergy_HSA=-0.847. (3) Drug 1: CC1=CC2C(CCC3(C2CCC3(C(=O)C)OC(=O)C)C)C4(C1=CC(=O)CC4)C. Drug 2: CC1=C(C=C(C=C1)C(=O)NC2=CC(=CC(=C2)C(F)(F)F)N3C=C(N=C3)C)NC4=NC=CC(=N4)C5=CN=CC=C5. Cell line: SN12C. Synergy scores: CSS=0.665, Synergy_ZIP=0.162, Synergy_Bliss=-0.0571, Synergy_Loewe=0.270, Synergy_HSA=-0.676. (4) Drug 1: CN(C)C1=NC(=NC(=N1)N(C)C)N(C)C. Drug 2: CC(C1=C(C=CC(=C1Cl)F)Cl)OC2=C(N=CC(=C2)C3=CN(N=C3)C4CCNCC4)N. Cell line: K-562. Synergy scores: CSS=6.80, Synergy_ZIP=-2.87, Synergy_Bliss=-11.4, Synergy_Loewe=-76.5, Synergy_HSA=-14.2. (5) Drug 1: CC1=C(C=C(C=C1)NC(=O)C2=CC=C(C=C2)CN3CCN(CC3)C)NC4=NC=CC(=N4)C5=CN=CC=C5. Drug 2: CC(C)NC(=O)C1=CC=C(C=C1)CNNC.Cl. Cell line: KM12. Synergy scores: CSS=0.935, Synergy_ZIP=0.783, Synergy_Bliss=2.48, Synergy_Loewe=-5.24, Synergy_HSA=-2.96.